From a dataset of Catalyst prediction with 721,799 reactions and 888 catalyst types from USPTO. Predict which catalyst facilitates the given reaction. (1) Reactant: C(OC([N:8]1[CH2:13][CH2:12][CH:11]([N:14]2[C:22]3[C:17](=[CH:18][C:19]([O:23][CH:24]([F:26])[F:25])=[CH:20][CH:21]=3)[C:16]([C:27]3[N:28]=[C:29]4[C:35]([C:36](=[O:42])[NH:37][C:38]([CH3:41])([CH3:40])[CH3:39])=[CH:34][N:33]([CH2:43][O:44][CH2:45][CH2:46][Si:47]([CH3:50])([CH3:49])[CH3:48])[C:30]4=[N:31][CH:32]=3)=[N:15]2)[CH2:10][CH2:9]1)=O)(C)(C)C.C([Cl:54])(=O)C. Product: [ClH:54].[C:38]([NH:37][C:36]([C:35]1[C:29]2[C:30](=[N:31][CH:32]=[C:27]([C:16]3[C:17]4[C:22](=[CH:21][CH:20]=[C:19]([O:23][CH:24]([F:25])[F:26])[CH:18]=4)[N:14]([CH:11]4[CH2:10][CH2:9][NH:8][CH2:13][CH2:12]4)[N:15]=3)[N:28]=2)[N:33]([CH2:43][O:44][CH2:45][CH2:46][Si:47]([CH3:50])([CH3:49])[CH3:48])[CH:34]=1)=[O:42])([CH3:41])([CH3:40])[CH3:39]. The catalyst class is: 5. (2) Product: [N+:1]([C:4]1[CH:5]=[C:6]([NH:7][C:16](=[O:17])[C:15]2[CH:19]=[CH:20][CH:21]=[C:13]([C:12]([F:11])([F:22])[F:23])[CH:14]=2)[CH:8]=[CH:9][CH:10]=1)([O-:3])=[O:2]. The catalyst class is: 17. Reactant: [N+:1]([C:4]1[CH:5]=[C:6]([CH:8]=[CH:9][CH:10]=1)[NH2:7])([O-:3])=[O:2].[F:11][C:12]([F:23])([F:22])[C:13]1[CH:14]=[C:15]([CH:19]=[CH:20][CH:21]=1)[C:16](Cl)=[O:17].